From a dataset of Catalyst prediction with 721,799 reactions and 888 catalyst types from USPTO. Predict which catalyst facilitates the given reaction. (1) Reactant: [Br:1][C:2]1[CH:3]=[C:4]([NH:8][S:9]([C:12]2[CH:17]=[CH:16][C:15]([O:18]C)=[CH:14][C:13]=2[F:20])(=[O:11])=[O:10])[CH:5]=[N:6][CH:7]=1.B(Br)(Br)Br.CO. Product: [Br:1][C:2]1[CH:3]=[C:4]([NH:8][S:9]([C:12]2[CH:17]=[CH:16][C:15]([OH:18])=[CH:14][C:13]=2[F:20])(=[O:10])=[O:11])[CH:5]=[N:6][CH:7]=1. The catalyst class is: 2. (2) Reactant: C[O:2][C:3](=O)[C:4]1[CH:9]=[C:8]([CH2:10][CH3:11])[C:7]([C:12]([F:15])([F:14])[F:13])=[CH:6][C:5]=1[N:16]([C:24]([O:26][CH:27]([CH3:29])[CH3:28])=[O:25])[CH2:17][CH2:18][CH2:19][C:20]([O:22][CH3:23])=[O:21].CC(C)([O-])C.[K+]. Product: [CH3:23][O:22][C:20]([CH:19]1[CH2:18][CH2:17][N:16]([C:24]([O:26][CH:27]([CH3:29])[CH3:28])=[O:25])[C:5]2[CH:6]=[C:7]([C:12]([F:14])([F:13])[F:15])[C:8]([CH2:10][CH3:11])=[CH:9][C:4]=2[C:3]1=[O:2])=[O:21]. The catalyst class is: 11. (3) Reactant: C[O:2][C:3]([C:5]1[N:6]([CH2:14][C:15]2[CH:19]=[C:18]([C:20]3[S:21][C:22]([Cl:25])=[CH:23][CH:24]=3)[O:17][N:16]=2)[C:7]2[C:12]([CH:13]=1)=[CH:11][CH:10]=[CH:9][CH:8]=2)=[O:4].O.[OH-].[Li+].Cl. Product: [Cl:25][C:22]1[S:21][C:20]([C:18]2[O:17][N:16]=[C:15]([CH2:14][N:6]3[C:7]4[C:12](=[CH:11][CH:10]=[CH:9][CH:8]=4)[CH:13]=[C:5]3[C:3]([OH:4])=[O:2])[CH:19]=2)=[CH:24][CH:23]=1. The catalyst class is: 20. (4) Reactant: [CH:1]1([N:5]2[CH2:10][CH2:9][CH:8]([O:11][C:12]3[CH:19]=[CH:18][C:15]([C:16]#[N:17])=[CH:14][CH:13]=3)[CH2:7][CH2:6]2)[CH2:4][CH2:3][CH2:2]1.[H-].[Al+3].[Li+].[H-].[H-].[H-]. Product: [CH:1]1([N:5]2[CH2:6][CH2:7][CH:8]([O:11][C:12]3[CH:13]=[CH:14][C:15]([CH2:16][NH2:17])=[CH:18][CH:19]=3)[CH2:9][CH2:10]2)[CH2:4][CH2:3][CH2:2]1. The catalyst class is: 7. (5) Reactant: O[N:2]1[CH:7]=[CH:6][CH:5]=[C:4]2[NH+:8](COCC[Si](C)(C)C)[NH:9][CH:10]=[C:3]12.[Si]([C:23]#[N:24])(C)(C)C. Product: [NH:8]1[C:4]2[C:3](=[N:2][C:7]([C:23]#[N:24])=[CH:6][CH:5]=2)[CH:10]=[N:9]1. The catalyst class is: 2. (6) Reactant: [NH:1]1[CH2:6][CH2:5][CH2:4][CH2:3][CH:2]1[C:7]([OH:9])=[O:8].[C:10](O[C:10]([O:12][C:13]([CH3:16])([CH3:15])[CH3:14])=[O:11])([O:12][C:13]([CH3:16])([CH3:15])[CH3:14])=[O:11].C(N(CC)CC)C.C(Cl)(Cl)Cl.CO.CC(O)=O. Product: [C:13]([O:12][C:10]([N:1]1[CH2:6][CH2:5][CH2:4][CH2:3][CH:2]1[C:7]([OH:9])=[O:8])=[O:11])([CH3:16])([CH3:15])[CH3:14]. The catalyst class is: 127. (7) Product: [C:40]([C:39]1[CH2:44][C:26]2[CH:27]=[CH:28][CH:29]=[CH:30][C:25]=2[C:8]2=[C:7]([CH:1]3[CH2:6][CH2:5][CH2:4][CH2:3][CH2:2]3)[C:15]3[CH:14]=[CH:13][C:12]([C:16]([NH:18][S:19]([N:22]([CH3:24])[CH3:23])(=[O:21])=[O:20])=[O:17])=[CH:11][C:10]=3[N:9]2[CH:45]=1)([O:42][CH3:43])=[O:41]. Reactant: [CH:1]1([C:7]2[C:15]3[C:10](=[CH:11][C:12]([C:16]([NH:18][S:19]([N:22]([CH3:24])[CH3:23])(=[O:21])=[O:20])=[O:17])=[CH:13][CH:14]=3)[NH:9][C:8]=2[C:25]2[CH:30]=[CH:29][CH:28]=[CH:27][C:26]=2C=O)[CH2:6][CH2:5][CH2:4][CH2:3][CH2:2]1.COP([C:39](=[CH2:44])[C:40]([O:42][CH3:43])=[O:41])(OC)=O.[C:45]([O-])([O-])=O.[Cs+].[Cs+].C([O-])(=O)C=C. The catalyst class is: 39. (8) Product: [C:1]([C:5]1[O:9][N:8]=[C:7]([NH:10][C:11]([C@@H:13]2[CH2:18][CH2:17][CH2:16][CH2:15][N:14]2[CH2:26][CH:23]2[CH2:24][CH2:25][O:20][CH2:21][CH2:22]2)=[O:12])[CH:6]=1)([CH3:4])([CH3:2])[CH3:3]. The catalyst class is: 174. Reactant: [C:1]([C:5]1[O:9][N:8]=[C:7]([NH:10][C:11]([C@@H:13]2[CH2:18][CH2:17][CH2:16][CH2:15][NH:14]2)=[O:12])[CH:6]=1)([CH3:4])([CH3:3])[CH3:2].Cl.[O:20]1[CH2:25][CH2:24][CH:23]([CH:26]=O)[CH2:22][CH2:21]1.C(O)(=O)C.S([O-])([O-])(=O)=O.[Na+].[Na+].C([BH3-])#N.[Na+]. (9) Reactant: [Br:1][C:2]1[CH:7]=[CH:6][C:5]([S:8]([O:11][C@@H:12]2[CH2:16][N:15](C(OC(C)(C)C)=O)[C@H:14]([C:24]([O:26][CH3:27])=[O:25])[CH2:13]2)(=[O:10])=[O:9])=[CH:4][CH:3]=1.[ClH:28].O1CCOCC1. Product: [ClH:28].[Br:1][C:2]1[CH:3]=[CH:4][C:5]([S:8]([O:11][C@@H:12]2[CH2:16][NH:15][C@H:14]([C:24]([O:26][CH3:27])=[O:25])[CH2:13]2)(=[O:10])=[O:9])=[CH:6][CH:7]=1. The catalyst class is: 28.